This data is from Forward reaction prediction with 1.9M reactions from USPTO patents (1976-2016). The task is: Predict the product of the given reaction. (1) Given the reactants [Br:1][C:2]1[CH:3]=[C:4]2[C:10](I)=[CH:9][N:8]([S:12]([C:15]3[CH:21]=[CH:20][C:18]([CH3:19])=[CH:17][CH:16]=3)(=[O:14])=[O:13])[C:5]2=[N:6][CH:7]=1.[N:22]1[CH:27]=[CH:26][CH:25]=[C:24](B(O)O)[CH:23]=1.C(#N)C.C([O-])([O-])=O.[Na+].[Na+], predict the reaction product. The product is: [Br:1][C:2]1[CH:3]=[C:4]2[C:10]([C:24]3[CH:23]=[N:22][CH:27]=[CH:26][CH:25]=3)=[CH:9][N:8]([S:12]([C:15]3[CH:21]=[CH:20][C:18]([CH3:19])=[CH:17][CH:16]=3)(=[O:14])=[O:13])[C:5]2=[N:6][CH:7]=1. (2) The product is: [CH3:14][N:15]1[C:4](=[O:6])[C:3]2[C:2](=[CH:10][C:9]([NH:11][S:34]([CH3:33])(=[O:36])=[O:35])=[CH:8][CH:7]=2)[N:1]=[C:29]1[C:28]1[CH:31]=[CH:32][C:25]([O:24][CH2:23][CH2:22][CH2:21][N:16]2[CH2:20][CH2:19][CH2:18][CH2:17]2)=[CH:26][CH:27]=1. Given the reactants [NH2:1][C:2]1[CH:10]=[C:9]([N+:11]([O-])=O)[CH:8]=[CH:7][C:3]=1[C:4]([OH:6])=O.[CH3:14][NH2:15].[N:16]1([CH2:21][CH2:22][CH2:23][O:24][C:25]2[CH:32]=[CH:31][C:28]([CH:29]=O)=[CH:27][CH:26]=2)[CH2:20][CH2:19][CH2:18][CH2:17]1.[CH3:33][S:34](Cl)(=[O:36])=[O:35], predict the reaction product. (3) Given the reactants C(N(CC)CC)C.Cl.[NH2:9][C:10]([CH3:31])([CH3:30])[CH2:11][CH2:12][N:13]1[C:18]2[CH:19]=[CH:20][CH:21]=[CH:22][C:17]=2[C:16]([CH2:26][CH2:27][CH3:28])([CH2:23][CH2:24][CH3:25])[O:15][C:14]1=[O:29].[CH2:32]([O:39][C:40]1[CH:45]=[CH:44][C:43]([C:46](=[O:52])[CH:47](OCC)O)=[CH:42][C:41]=1[NH:53][S:54]([CH3:57])(=[O:56])=[O:55])[C:33]1[CH:38]=[CH:37][CH:36]=[CH:35][CH:34]=1.[BH4-].[Li+], predict the reaction product. The product is: [CH2:32]([O:39][C:40]1[CH:45]=[CH:44][C:43]([CH:46]([OH:52])[CH2:47][NH:9][C:10]([CH3:30])([CH3:31])[CH2:11][CH2:12][N:13]2[C:18]3[CH:19]=[CH:20][CH:21]=[CH:22][C:17]=3[C:16]([CH2:26][CH2:27][CH3:28])([CH2:23][CH2:24][CH3:25])[O:15][C:14]2=[O:29])=[CH:42][C:41]=1[NH:53][S:54]([CH3:57])(=[O:55])=[O:56])[C:33]1[CH:34]=[CH:35][CH:36]=[CH:37][CH:38]=1. (4) Given the reactants [N:1]1[CH:6]=[CH:5][CH:4]=[C:3]([C:7]2[C@:8]3([CH2:24][CH2:23][C@H:22]4[C@@H:13]([CH2:14][CH2:15][C:16]5[CH:17]=[C:18]([C:25]([O:27]C)=[O:26])[CH:19]=[CH:20][C:21]=54)[C@@H:10]3[CH2:11][CH:12]=2)[CH3:9])[CH:2]=1.[OH-].[Na+].C(O)(=O)CC(CC(O)=O)(C(O)=O)O.C(OCC)(=O)C, predict the reaction product. The product is: [N:1]1[CH:6]=[CH:5][CH:4]=[C:3]([C:7]2[C@:8]3([CH2:24][CH2:23][C@H:22]4[C@@H:13]([CH2:14][CH2:15][C:16]5[CH:17]=[C:18]([C:25]([OH:27])=[O:26])[CH:19]=[CH:20][C:21]=54)[C@@H:10]3[CH2:11][CH:12]=2)[CH3:9])[CH:2]=1. (5) Given the reactants [CH3:1][S:2]([NH:5][C:6]1[CH:11]=[CH:10][CH:9]=[CH:8][C:7]=1[CH:12]1[CH2:17][CH2:16][N:15]([C:18]([O:20][C:21]([CH3:24])([CH3:23])[CH3:22])=[O:19])[CH2:14][CH2:13]1)(=[O:4])=[O:3].[H-].[Na+].Br[CH2:28][CH:29]1[CH2:31][CH2:30]1, predict the reaction product. The product is: [CH:29]1([CH2:28][N:5]([S:2]([CH3:1])(=[O:3])=[O:4])[C:6]2[CH:11]=[CH:10][CH:9]=[CH:8][C:7]=2[CH:12]2[CH2:13][CH2:14][N:15]([C:18]([O:20][C:21]([CH3:24])([CH3:23])[CH3:22])=[O:19])[CH2:16][CH2:17]2)[CH2:31][CH2:30]1.